Dataset: Full USPTO retrosynthesis dataset with 1.9M reactions from patents (1976-2016). Task: Predict the reactants needed to synthesize the given product. (1) Given the product [O:17]=[C:15]1[NH:31][CH2:30][CH2:29][NH:28][CH2:27][CH2:26][NH:25][CH2:20][C:21](=[O:23])[NH:1][CH:2]1[CH2:3][CH2:4][CH2:5][CH2:6][NH:7][C:8](=[O:9])[O:10][C:11]([CH3:12])([CH3:13])[CH3:14], predict the reactants needed to synthesize it. The reactants are: [NH2:1][C@H:2]([C:15]([O:17]C)=O)[CH2:3][CH2:4][CH2:5][CH2:6][NH:7][C:8]([O:10][C:11]([CH3:14])([CH3:13])[CH3:12])=[O:9].Br[CH2:20][C:21]([O:23]C)=O.[NH2:25][CH2:26][CH2:27][NH:28][CH2:29][CH2:30][NH2:31]. (2) The reactants are: [CH:1]([NH:4][C:5]([C@H:7]1[CH2:12][CH2:11][C@@H:10]([NH:13][C:14]2[C:19]([N+:20]([O-])=O)=[CH:18][N:17]=[C:16]([O:23][CH2:24][CH2:25][O:26][CH3:27])[CH:15]=2)[CH2:9][CH2:8]1)=[O:6])([CH3:3])[CH3:2].NC1C(N[C@@H]2CC[C@H](C(NC(C)C)=O)CC2)=CC(Cl)=NC=1. Given the product [NH2:20][C:19]1[C:14]([NH:13][C@@H:10]2[CH2:11][CH2:12][C@H:7]([C:5]([NH:4][CH:1]([CH3:3])[CH3:2])=[O:6])[CH2:8][CH2:9]2)=[CH:15][C:16]([O:23][CH2:24][CH2:25][O:26][CH3:27])=[N:17][CH:18]=1, predict the reactants needed to synthesize it.